This data is from Full USPTO retrosynthesis dataset with 1.9M reactions from patents (1976-2016). The task is: Predict the reactants needed to synthesize the given product. Given the product [Cl:2][C:3]1[CH:4]=[CH:5][C:6]([OH:15])=[C:7]([N:9]2[CH2:14][CH2:13][NH:12][CH2:11][CH2:10]2)[CH:8]=1, predict the reactants needed to synthesize it. The reactants are: Cl.[Cl:2][C:3]1[CH:4]=[CH:5][C:6]([O:15]C)=[C:7]([N:9]2[CH2:14][CH2:13][NH:12][CH2:11][CH2:10]2)[CH:8]=1.